From a dataset of Full USPTO retrosynthesis dataset with 1.9M reactions from patents (1976-2016). Predict the reactants needed to synthesize the given product. (1) Given the product [CH3:14][C:10]1[CH:11]=[C:12]([CH3:13])[N:8]([C:5]2[N:4]=[N:3][C:2]([N:22]3[CH2:27][CH2:26][C:25]4([C:35]5[C:30](=[CH:31][CH:32]=[CH:33][CH:34]=5)[CH:29]=[CH:28]4)[CH2:24][CH2:23]3)=[CH:7][CH:6]=2)[N:9]=1, predict the reactants needed to synthesize it. The reactants are: Cl[C:2]1[N:3]=[N:4][C:5]([N:8]2[C:12]([CH3:13])=[CH:11][C:10]([CH3:14])=[N:9]2)=[CH:6][CH:7]=1.FC(F)(F)C(O)=O.[NH:22]1[CH2:27][CH2:26][C:25]2([C:35]3[C:30](=[CH:31][CH:32]=[CH:33][CH:34]=3)[CH:29]=[CH:28]2)[CH2:24][CH2:23]1.C(=O)([O-])[O-].[K+].[K+]. (2) Given the product [CH3:1][O:2][C:3](=[O:29])[CH:4]([CH:9]([C:16]1[C:17]([O:27][CH3:28])=[N:18][C:19]2[C:24]([CH:25]=1)=[CH:23][C:22]([Br:26])=[CH:21][CH:20]=2)[C:10]1[CH:15]=[CH:14][CH:13]=[CH:12][CH:11]=1)[C:5]([OH:7])=[O:6], predict the reactants needed to synthesize it. The reactants are: [CH3:1][O:2][C:3](=[O:29])[CH:4]([CH:9]([C:16]1[C:17]([O:27][CH3:28])=[N:18][C:19]2[C:24]([CH:25]=1)=[CH:23][C:22]([Br:26])=[CH:21][CH:20]=2)[C:10]1[CH:15]=[CH:14][CH:13]=[CH:12][CH:11]=1)[C:5]([O:7]C)=[O:6].[OH-].[K+].